From a dataset of Peptide-MHC class I binding affinity with 185,985 pairs from IEDB/IMGT. Regression. Given a peptide amino acid sequence and an MHC pseudo amino acid sequence, predict their binding affinity value. This is MHC class I binding data. (1) The binding affinity (normalized) is 0.202. The peptide sequence is ALYQPDTGNY. The MHC is HLA-A01:01 with pseudo-sequence HLA-A01:01. (2) The peptide sequence is YLYNKYSFK. The MHC is HLA-A26:01 with pseudo-sequence HLA-A26:01. The binding affinity (normalized) is 0.0847. (3) The peptide sequence is SGLSRYVAR. The MHC is Patr-A0301 with pseudo-sequence Patr-A0301. The binding affinity (normalized) is 0.524. (4) The peptide sequence is YLAPSYRNF. The MHC is HLA-A68:02 with pseudo-sequence HLA-A68:02. The binding affinity (normalized) is 0.253.